From a dataset of Experimentally validated miRNA-target interactions with 360,000+ pairs, plus equal number of negative samples. Binary Classification. Given a miRNA mature sequence and a target amino acid sequence, predict their likelihood of interaction. The miRNA is hsa-miR-377-3p with sequence AUCACACAAAGGCAACUUUUGU. The protein sequence of the target gene is MRTEAQVPALQPPEPGLEGAMGHRTLVLPWVLLTLCVTAGTPEVWVQVRMEATELSSFTIRCGFLGSGSISLVTVSWGGPNGAGGTTLAVLHPERGIRQWAPARQARWETQSSISLILEGSGASSPCANTTFCCKFASFPEGSWEACGSLPPSSDPGLSAPPTPAPILRADLAGILGVSGVLLFGCVYLLHLLRRHKHRPAPRLQPSRTSPQAPRARAWAPSQASQAALHVPYATINTSCRPATLDTAHPHGGPSWWASLPTHAAHRPQGPAAWASTPIPARGSFVSVENGLYAQAGERP.... Result: 1 (interaction).